From a dataset of NCI-60 drug combinations with 297,098 pairs across 59 cell lines. Regression. Given two drug SMILES strings and cell line genomic features, predict the synergy score measuring deviation from expected non-interaction effect. (1) Drug 1: CS(=O)(=O)OCCCCOS(=O)(=O)C. Drug 2: COC1=C2C(=CC3=C1OC=C3)C=CC(=O)O2. Cell line: MDA-MB-231. Synergy scores: CSS=8.81, Synergy_ZIP=-3.57, Synergy_Bliss=0.124, Synergy_Loewe=-3.02, Synergy_HSA=-1.80. (2) Drug 1: CC1OCC2C(O1)C(C(C(O2)OC3C4COC(=O)C4C(C5=CC6=C(C=C35)OCO6)C7=CC(=C(C(=C7)OC)O)OC)O)O. Drug 2: C1=CC(=CC=C1C#N)C(C2=CC=C(C=C2)C#N)N3C=NC=N3. Cell line: HT29. Synergy scores: CSS=6.05, Synergy_ZIP=-4.96, Synergy_Bliss=-0.590, Synergy_Loewe=-11.2, Synergy_HSA=-2.27. (3) Drug 1: C1CN1P(=S)(N2CC2)N3CC3. Drug 2: CCC1(C2=C(COC1=O)C(=O)N3CC4=CC5=C(C=CC(=C5CN(C)C)O)N=C4C3=C2)O.Cl. Cell line: MDA-MB-231. Synergy scores: CSS=16.4, Synergy_ZIP=-6.74, Synergy_Bliss=-1.60, Synergy_Loewe=-5.04, Synergy_HSA=1.29. (4) Drug 1: CC1=CC2C(CCC3(C2CCC3(C(=O)C)OC(=O)C)C)C4(C1=CC(=O)CC4)C. Drug 2: CN1C2=C(C=C(C=C2)N(CCCl)CCCl)N=C1CCCC(=O)O.Cl. Cell line: 786-0. Synergy scores: CSS=-3.05, Synergy_ZIP=-2.29, Synergy_Bliss=-5.04, Synergy_Loewe=-10.4, Synergy_HSA=-6.48. (5) Drug 1: CC1=C(C(CCC1)(C)C)C=CC(=CC=CC(=CC(=O)O)C)C. Drug 2: C1CN1C2=NC(=NC(=N2)N3CC3)N4CC4. Cell line: UO-31. Synergy scores: CSS=20.5, Synergy_ZIP=-8.13, Synergy_Bliss=-1.05, Synergy_Loewe=-8.60, Synergy_HSA=-0.682. (6) Drug 1: C1CCC(C1)C(CC#N)N2C=C(C=N2)C3=C4C=CNC4=NC=N3. Synergy scores: CSS=33.5, Synergy_ZIP=-6.58, Synergy_Bliss=-10.8, Synergy_Loewe=-31.4, Synergy_HSA=-11.9. Cell line: K-562. Drug 2: C1=NC2=C(N1)C(=S)N=CN2.